From a dataset of Peptide-MHC class II binding affinity with 134,281 pairs from IEDB. Regression. Given a peptide amino acid sequence and an MHC pseudo amino acid sequence, predict their binding affinity value. This is MHC class II binding data. (1) The peptide sequence is LEASMLLDNMEVRGG. The MHC is DRB1_0404 with pseudo-sequence DRB1_0404. The binding affinity (normalized) is 0.469. (2) The peptide sequence is GELQIVDKIDAAFKI. The MHC is DRB1_1602 with pseudo-sequence DRB1_1602. The binding affinity (normalized) is 0.444. (3) The peptide sequence is ASNPNYLAILVKYVD. The MHC is DRB1_0401 with pseudo-sequence DRB1_0401. The binding affinity (normalized) is 0.424. (4) The peptide sequence is RWQVVAPQLPDDLMI. The MHC is DRB1_0101 with pseudo-sequence DRB1_0101. The binding affinity (normalized) is 0.225.